This data is from Reaction yield outcomes from USPTO patents with 853,638 reactions. The task is: Predict the reaction yield, written as a fraction of the theoretical maximum amount of product (1.0 means a 100% yield; for example, 0.34 means a 34% yield). (1) The reactants are C[O:2][C:3](=[O:42])[C:4]1[CH:9]=[CH:8][CH:7]=[CH:6][C:5]=1[O:10][C:11]1[CH:16]=[CH:15][CH:14]=[C:13]([O:17][CH2:18][CH2:19][CH2:20][O:21][C:22]2[CH:27]=[C:26]([O:28][Si](C(C)(C)C)(C)C)[C:25](Br)=[CH:24][C:23]=2[CH2:37][CH3:38])[C:12]=1[CH2:39][CH2:40][CH3:41].[O:43]1[CH:47]=[CH:46][CH:45]=[C:44]1B(O)O.C(=O)([O-])[O-].[Na+:55].[Na+]. The catalyst is O1CCCC1.O.C1C=CC([P]([Pd]([P](C2C=CC=CC=2)(C2C=CC=CC=2)C2C=CC=CC=2)([P](C2C=CC=CC=2)(C2C=CC=CC=2)C2C=CC=CC=2)[P](C2C=CC=CC=2)(C2C=CC=CC=2)C2C=CC=CC=2)(C2C=CC=CC=2)C2C=CC=CC=2)=CC=1. The product is [Na+:55].[CH2:37]([C:23]1[CH:24]=[C:25]([C:44]2[O:43][CH:47]=[CH:46][CH:45]=2)[C:26]([OH:28])=[CH:27][C:22]=1[O:21][CH2:20][CH2:19][CH2:18][O:17][C:13]1[C:12]([CH2:39][CH2:40][CH3:41])=[C:11]([CH:16]=[CH:15][CH:14]=1)[O:10][C:5]1[CH:6]=[CH:7][CH:8]=[CH:9][C:4]=1[C:3]([O-:42])=[O:2])[CH3:38]. The yield is 0.940. (2) The reactants are [Cl:1][C:2]1[CH:7]=[CH:6][C:5]([O:8][C:9]2[CH:29]=[CH:28][C:12]([O:13][CH2:14][C@@H:15]3[CH2:19][CH2:18][CH2:17][N:16]3[C:20](=O)[CH2:21][CH2:22][C:23]([O:25][CH3:26])=[O:24])=[CH:11][CH:10]=2)=[CH:4][CH:3]=1. The catalyst is C1COCC1. The product is [Cl:1][C:2]1[CH:3]=[CH:4][C:5]([O:8][C:9]2[CH:29]=[CH:28][C:12]([O:13][CH2:14][C@@H:15]3[CH2:19][CH2:18][CH2:17][N:16]3[CH2:20][CH2:21][CH2:22][C:23]([O:25][CH3:26])=[O:24])=[CH:11][CH:10]=2)=[CH:6][CH:7]=1. The yield is 0.490. (3) The reactants are [O:1]1[CH:5]=[CH:4][CH:3]=[C:2]1/[CH:6]=[CH:7]/[C:8]1C(=O)[C:11](=[O:14])[C:10]2([CH2:19][CH2:18][CH2:17][CH2:16][CH2:15]2)[N:9]=1.[NH2:20][C@H:21]([C:26]([OH:28])=[O:27])[CH2:22][CH2:23][S:24][CH3:25].C(OCC)(=[O:31])C.Cl. The catalyst is CN1CCOCC1.O. The product is [O:1]1[CH:5]=[CH:4][CH:3]=[C:2]1/[CH:6]=[CH:7]/[C:8]([NH:9][C:10]1([C:11]([NH:20][C@H:21]([C:26]([OH:28])=[O:27])[CH2:22][CH2:23][S:24][CH3:25])=[O:14])[CH2:15][CH2:16][CH2:17][CH2:18][CH2:19]1)=[O:31]. The yield is 0.0900. (4) The reactants are [CH2:1]([O:3][C:4]([C:6]1([C:9]#[N:10])[CH2:8][CH2:7]1)=[O:5])[CH3:2].[CH3:11][C:12](O)([CH2:14][CH:15]([OH:17])[CH3:16])[CH3:13]. The catalyst is S(=O)(=O)(O)O. The product is [CH2:1]([O:3][C:4]([C:6]1([C:9]2[O:17][CH:15]([CH3:16])[CH2:14][C:12]([CH3:13])([CH3:11])[N:10]=2)[CH2:8][CH2:7]1)=[O:5])[CH3:2]. The yield is 0.632. (5) The reactants are Cl[C:2]([O:4][CH2:5][C:6]1[CH:11]=[CH:10][CH:9]=[CH:8][CH:7]=1)=[O:3].[CH3:12][O:13][CH:14]([O:17][CH3:18])[CH2:15][NH2:16].[OH-].[Na+]. The catalyst is C1(C)C=CC=CC=1. The product is [CH3:12][O:13][CH:14]([O:17][CH3:18])[CH2:15][NH:16][C:2](=[O:3])[O:4][CH2:5][C:6]1[CH:11]=[CH:10][CH:9]=[CH:8][CH:7]=1. The yield is 0.900. (6) The reactants are [F:1][C:2]1[CH:3]=[N:4][CH:5]=[CH:6][C:7]=1[C:8]1[N:9]=[C:10]([NH2:21])[C:11]([NH2:20])=[N:12][C:13]=1[C:14]1[CH:15]=[N:16][CH:17]=[CH:18][CH:19]=1.[F:22][C:23]1[CH:31]=[CH:30][C:26]([C:27](Cl)=O)=[CH:25][CH:24]=1.O. The yield is 0.330. The product is [F:22][C:23]1[CH:31]=[CH:30][C:26]([C:27]2[NH:20][C:11]3=[N:12][C:13]([C:14]4[CH:15]=[N:16][CH:17]=[CH:18][CH:19]=4)=[C:8]([C:7]4[CH:6]=[CH:5][N:4]=[CH:3][C:2]=4[F:1])[N:9]=[C:10]3[N:21]=2)=[CH:25][CH:24]=1. The catalyst is N1C=CC=CC=1. (7) The reactants are [CH3:1][O:2][C:3]1[C:8]2[N:9]=[C:10]([NH2:12])[S:11][C:7]=2[C:6]([C:13]2[S:14][CH:15]=[CH:16][CH:17]=2)=[CH:5][CH:4]=1.C([N:20]([CH2:23][CH3:24])[CH2:21][CH3:22])C.[C:25](Cl)(=[O:32])[C:26]1C=CN=C[CH:27]=1.C([O-])(O)=O.[Na+]. The catalyst is CN(C1C=CN=CC=1)C.O1CCOCC1.O. The product is [CH3:1][O:2][C:3]1[C:8]2[N:9]=[C:10]([NH:12][C:25](=[O:32])[C:26]3[CH:22]=[CH:21][N:20]=[C:23]([CH3:24])[CH:27]=3)[S:11][C:7]=2[C:6]([C:13]2[S:14][CH:15]=[CH:16][CH:17]=2)=[CH:5][CH:4]=1. The yield is 0.580.